This data is from Forward reaction prediction with 1.9M reactions from USPTO patents (1976-2016). The task is: Predict the product of the given reaction. Given the reactants [F:1][C:2]1[CH:3]=[C:4]([CH:41]=[C:42]([F:44])[CH:43]=1)[CH2:5][C:6]1[CH:7]=[C:8]2[C:12](=[CH:13][CH:14]=1)[N:11]([C:15]([C:28]1[CH:33]=[CH:32][CH:31]=[CH:30][CH:29]=1)([C:22]1[CH:27]=[CH:26][CH:25]=[CH:24][CH:23]=1)[C:16]1[CH:21]=[CH:20][CH:19]=[CH:18][CH:17]=1)[N:10]=[C:9]2[NH:34]C(=O)C(F)(F)F.C(N(CC)CC)C, predict the reaction product. The product is: [F:1][C:2]1[CH:3]=[C:4]([CH:41]=[C:42]([F:44])[CH:43]=1)[CH2:5][C:6]1[CH:7]=[C:8]2[C:12](=[CH:13][CH:14]=1)[N:11]([C:15]([C:28]1[CH:29]=[CH:30][CH:31]=[CH:32][CH:33]=1)([C:16]1[CH:21]=[CH:20][CH:19]=[CH:18][CH:17]=1)[C:22]1[CH:23]=[CH:24][CH:25]=[CH:26][CH:27]=1)[N:10]=[C:9]2[NH2:34].